The task is: Predict the reaction yield, written as a fraction of the theoretical maximum amount of product (1.0 means a 100% yield; for example, 0.34 means a 34% yield).. This data is from Reaction yield outcomes from USPTO patents with 853,638 reactions. The reactants are [CH3:1][O:2][C:3]([C:5]1[C:14]2[CH2:13][CH2:12][N:11](CC3C=CC=CC=3)[CH2:10][C:9]=2[CH:8]=[N:7][CH:6]=1)=[O:4].C([O-])=O.[NH4+]. The catalyst is CO.[Pd]. The product is [CH3:1][O:2][C:3]([C:5]1[C:14]2[CH2:13][CH2:12][NH:11][CH2:10][C:9]=2[CH:8]=[N:7][CH:6]=1)=[O:4]. The yield is 0.790.